From a dataset of Full USPTO retrosynthesis dataset with 1.9M reactions from patents (1976-2016). Predict the reactants needed to synthesize the given product. (1) Given the product [C:34]([O:10][CH:5]([C:6]([F:9])([F:8])[F:7])[C:4]([F:11])([F:12])[C:3]([OH:13])([C:14]([F:15])([F:16])[F:17])[C:2]([F:18])([F:19])[F:1])(=[O:38])[C:35]([CH3:37])=[CH2:36], predict the reactants needed to synthesize it. The reactants are: [F:1][C:2]([F:19])([F:18])[C:3]([C:14]([F:17])([F:16])[F:15])([OH:13])[C:4]([F:12])([F:11])[CH:5]([OH:10])[C:6]([F:9])([F:8])[F:7].C(N(CC)CC)C.C1(C)C=CC=CC=1.[C:34](Cl)(=[O:38])[C:35]([CH3:37])=[CH2:36]. (2) Given the product [CH:1]1([C:4]2[CH:9]=[CH:8][C:7]([C@@H:10]3[CH2:12][C@H:11]3[NH2:13])=[CH:6][CH:5]=2)[CH2:3][CH2:2]1, predict the reactants needed to synthesize it. The reactants are: [CH:1]1([C:4]2[CH:9]=[CH:8][C:7]([C@@H:10]3[CH2:12][C@H:11]3[NH:13]C(=O)OC(C)(C)C)=[CH:6][CH:5]=2)[CH2:3][CH2:2]1.C(O)(C(F)(F)F)=O. (3) Given the product [CH2:9]([S:8][C:5]1[CH:6]=[CH:7][C:2]([NH:1][C:25]2[CH:26]=[CH:27][C:28]([Cl:30])=[CH:29][C:24]=2[Br:23])=[C:3](/[CH:16]=[CH:17]/[C:18]([O:20][CH2:21][CH3:22])=[O:19])[CH:4]=1)[C:10]1[CH:15]=[CH:14][CH:13]=[CH:12][CH:11]=1, predict the reactants needed to synthesize it. The reactants are: [NH2:1][C:2]1[CH:7]=[CH:6][C:5]([S:8][CH2:9][C:10]2[CH:15]=[CH:14][CH:13]=[CH:12][CH:11]=2)=[CH:4][C:3]=1/[CH:16]=[CH:17]/[C:18]([O:20][CH2:21][CH3:22])=[O:19].[Br:23][C:24]1[CH:29]=[C:28]([Cl:30])[CH:27]=[CH:26][C:25]=1I.C(=O)([O-])[O-].[Cs+].[Cs+]. (4) Given the product [Br:1][C:2]1[CH:3]=[N:4][C:5]2[N:12]=[C:13]([NH2:15])[N:14]=[CH:7][C:6]=2[CH:9]=1, predict the reactants needed to synthesize it. The reactants are: [Br:1][C:2]1[CH:3]=[N:4][C:5](F)=[C:6]([CH:9]=1)[CH:7]=O.Cl.[NH2:12][C:13]([NH2:15])=[NH:14].C(N(CC)CC)C. (5) Given the product [CH3:24][N:19]1[C:18]2[CH:25]=[C:14]([O:13][C:12]3[CH:40]=[C:41]([O:43][CH2:44][CH2:45][CH3:46])[CH:42]=[C:10]([O:9][CH2:8][CH2:7][CH2:6][CH:2]=[O:1])[CH:11]=3)[C:15]([NH:26][S:27]([C:30]3[CH:35]=[CH:34][C:33]([O:36][CH3:37])=[C:32]([O:38][CH3:39])[CH:31]=3)(=[O:28])=[O:29])=[CH:16][C:17]=2[N:21]([CH3:22])[C:20]1=[O:23], predict the reactants needed to synthesize it. The reactants are: [O:1]1CCO[CH:2]1[CH2:6][CH2:7][CH2:8][O:9][C:10]1[CH:11]=[C:12]([CH:40]=[C:41]([O:43][CH2:44][CH2:45][CH3:46])[CH:42]=1)[O:13][C:14]1[C:15]([NH:26][S:27]([C:30]2[CH:35]=[CH:34][C:33]([O:36][CH3:37])=[C:32]([O:38][CH3:39])[CH:31]=2)(=[O:29])=[O:28])=[CH:16][C:17]2[N:21]([CH3:22])[C:20](=[O:23])[N:19]([CH3:24])[C:18]=2[CH:25]=1.CC1C=CC(S(O)(=O)=O)=CC=1. (6) The reactants are: Cl[C:2]1[C:11]2[C:6](=[CH:7][CH:8]=[CH:9][CH:10]=2)[C:5]([Cl:12])=[N:4][N:3]=1.[CH3:13][C:14]1([CH3:20])[CH2:19][NH:18][CH2:17][CH2:16][NH:15]1. Given the product [Cl:12][C:5]1[C:6]2[C:11](=[CH:10][CH:9]=[CH:8][CH:7]=2)[C:2]([N:18]2[CH2:17][CH2:16][NH:15][C:14]([CH3:20])([CH3:13])[CH2:19]2)=[N:3][N:4]=1, predict the reactants needed to synthesize it. (7) The reactants are: [CH3:1][O:2][CH2:3][CH2:4][NH2:5].Cl[C:7]1[C:16](=[O:17])[C:15]2[C:10](=[CH:11][CH:12]=[CH:13][CH:14]=2)[C:9](=[O:18])[C:8]=1[NH:19][C:20](=[O:22])[CH3:21].O. Given the product [CH3:1][O:2][CH2:3][CH2:4][NH:5][C:7]1[C:16](=[O:17])[C:15]2[C:10](=[CH:11][CH:12]=[CH:13][CH:14]=2)[C:9](=[O:18])[C:8]=1[NH:19][C:20](=[O:22])[CH3:21], predict the reactants needed to synthesize it.